From a dataset of Catalyst prediction with 721,799 reactions and 888 catalyst types from USPTO. Predict which catalyst facilitates the given reaction. (1) Reactant: [Cl:1][C:2]1[CH:7]=[CH:6][C:5]([C:8]2([NH:11][C:12]3[N:17]=[C:16]([O:18][CH2:19][C:20]([F:23])([F:22])[F:21])[N:15]=[C:14]([NH:24][C:25]4[CH:33]=[CH:32][C:28]([C:29](O)=[O:30])=[CH:27][CH:26]=4)[N:13]=3)[CH2:10][CH2:9]2)=[CH:4][CH:3]=1.CN(C(ON1N=NC2C=CC=CC1=2)=[N+](C)C)C.[B-](F)(F)(F)F.Cl.Cl.[NH2:58][C@@H:59]([CH2:63][CH2:64][CH2:65][NH:66][C:67]([NH2:69])=[NH:68])[C:60]([NH2:62])=[O:61].CCN(C(C)C)C(C)C. Product: [NH2:62][C:60](=[O:61])[C@@H:59]([NH:58][C:29](=[O:30])[C:28]1[CH:27]=[CH:26][C:25]([NH:24][C:14]2[N:13]=[C:12]([NH:11][C:8]3([C:5]4[CH:4]=[CH:3][C:2]([Cl:1])=[CH:7][CH:6]=4)[CH2:10][CH2:9]3)[N:17]=[C:16]([O:18][CH2:19][C:20]([F:21])([F:22])[F:23])[N:15]=2)=[CH:33][CH:32]=1)[CH2:63][CH2:64][CH2:65][NH:66][C:67]([NH2:69])=[NH:68]. The catalyst class is: 3. (2) Reactant: Cl[C:2]1[N:7]=[C:6]([C:8]([NH:10][C@@H:11]([CH3:16])[C:12]([O:14][CH3:15])=[O:13])=[O:9])[CH:5]=[C:4]([CH:17]=[CH2:18])[N:3]=1.[F:19][C:20]1[CH:41]=[CH:40][C:23]([O:24][C:25]2[CH:30]=[CH:29][C:28](B3OC(C)(C)C(C)(C)O3)=[CH:27][CH:26]=2)=[CH:22][CH:21]=1.C([O-])([O-])=O.[Na+].[Na+]. Product: [F:19][C:20]1[CH:41]=[CH:40][C:23]([O:24][C:25]2[CH:30]=[CH:29][C:28]([C:2]3[N:7]=[C:6]([C:8]([NH:10][C@@H:11]([CH3:16])[C:12]([O:14][CH3:15])=[O:13])=[O:9])[CH:5]=[C:4]([CH:17]=[CH2:18])[N:3]=3)=[CH:27][CH:26]=2)=[CH:22][CH:21]=1. The catalyst class is: 75. (3) Reactant: Br[C:2]1[CH:7]=[CH:6][C:5]([CH:8]([C:20]2[CH:25]=[CH:24][CH:23]=[CH:22][CH:21]=2)[C:9]([CH3:19])([CH3:18])[C:10]([NH:12][C:13]2[S:14][CH:15]=[CH:16][N:17]=2)=[O:11])=[CH:4][CH:3]=1.[CH3:26][O:27][C:28]1[CH:33]=[CH:32][C:31](B(O)O)=[CH:30][CH:29]=1.C([O-])([O-])=O.[K+].[K+]. Product: [CH3:18][C:9]([CH3:19])([CH:8]([C:5]1[CH:6]=[CH:7][C:2]([C:31]2[CH:32]=[CH:33][C:28]([O:27][CH3:26])=[CH:29][CH:30]=2)=[CH:3][CH:4]=1)[C:20]1[CH:25]=[CH:24][CH:23]=[CH:22][CH:21]=1)[C:10]([NH:12][C:13]1[S:14][CH:15]=[CH:16][N:17]=1)=[O:11]. The catalyst class is: 455. (4) Reactant: [Cl:1][C:2]1[CH:7]=[CH:6][C:5]([C:8]2[N:12]([CH:13]([CH:17]3[CH2:22][CH2:21][CH2:20][CH2:19][CH2:18]3)[C:14](O)=[O:15])[C:11]3[CH:23]=[C:24]([F:28])[C:25]([F:27])=[CH:26][C:10]=3[N:9]=2)=[CH:4][CH:3]=1.C(Cl)(=O)C(Cl)=O.[NH2:35][C:36]1[CH:43]=[CH:42][C:39]([C:40]#[N:41])=[CH:38][CH:37]=1.C(N(CC)CC)C. Product: [Cl:1][C:2]1[CH:7]=[CH:6][C:5]([C:8]2[N:12]([CH:13]([CH:17]3[CH2:18][CH2:19][CH2:20][CH2:21][CH2:22]3)[C:14]([NH:35][C:36]3[CH:43]=[CH:42][C:39]([C:40]#[N:41])=[CH:38][CH:37]=3)=[O:15])[C:11]3[CH:23]=[C:24]([F:28])[C:25]([F:27])=[CH:26][C:10]=3[N:9]=2)=[CH:4][CH:3]=1. The catalyst class is: 4.